This data is from Reaction yield outcomes from USPTO patents with 853,638 reactions. The task is: Predict the reaction yield, written as a fraction of the theoretical maximum amount of product (1.0 means a 100% yield; for example, 0.34 means a 34% yield). (1) The reactants are C1(C[N:8]2[CH2:13][CH2:12][CH:11]([N:14]3[C:18]4[CH:19]=[N:20][C:21]5[CH:22]=[CH:23][CH:24]=[CH:25][C:26]=5[C:17]=4[NH:16][C:15]3=[O:27])[CH2:10][CH2:9]2)C=CC=CC=1. The catalyst is [Pd]. The product is [NH:8]1[CH2:9][CH2:10][CH:11]([N:14]2[C:18]3[CH:19]=[N:20][C:21]4[CH:22]=[CH:23][CH:24]=[CH:25][C:26]=4[C:17]=3[NH:16][C:15]2=[O:27])[CH2:12][CH2:13]1. The yield is 0.985. (2) The reactants are C[O:2][C:3]1[CH:11]=[CH:10][CH:9]=[C:8]2[C:4]=1[CH2:5][NH:6][CH2:7]2.[BrH:12]. No catalyst specified. The product is [BrH:12].[OH:2][C:3]1[CH:11]=[CH:10][CH:9]=[C:8]2[C:4]=1[CH2:5][NH:6][CH2:7]2. The yield is 0.780.